Dataset: Peptide-MHC class II binding affinity with 134,281 pairs from IEDB. Task: Regression. Given a peptide amino acid sequence and an MHC pseudo amino acid sequence, predict their binding affinity value. This is MHC class II binding data. (1) The peptide sequence is SQDQELSWNLNGLQAY. The MHC is HLA-DQA10101-DQB10501 with pseudo-sequence HLA-DQA10101-DQB10501. The binding affinity (normalized) is 0.633. (2) The peptide sequence is QCQKLLWQLNGRLEY. The MHC is DRB5_0101 with pseudo-sequence DRB5_0101. The binding affinity (normalized) is 0.369.